Dataset: Full USPTO retrosynthesis dataset with 1.9M reactions from patents (1976-2016). Task: Predict the reactants needed to synthesize the given product. The reactants are: [CH3:1][O:2][C:3]([C:5]1[N:9]=[C:8]([C:10]2[CH:15]=[CH:14][C:13]([O:16]CC3C=CC=CC=3)=[CH:12][N:11]=2)[N:7]([C:24]2[CH:25]=[N:26][C:27]([O:30][CH3:31])=[CH:28][CH:29]=2)[N:6]=1)=[O:4].[H][H]. Given the product [CH3:1][O:2][C:3]([C:5]1[N:9]=[C:8]([C:10]2[CH:15]=[CH:14][C:13]([OH:16])=[CH:12][N:11]=2)[N:7]([C:24]2[CH:25]=[N:26][C:27]([O:30][CH3:31])=[CH:28][CH:29]=2)[N:6]=1)=[O:4], predict the reactants needed to synthesize it.